From a dataset of Full USPTO retrosynthesis dataset with 1.9M reactions from patents (1976-2016). Predict the reactants needed to synthesize the given product. (1) Given the product [CH3:1][Si:2]([CH3:7])([CH3:6])[CH2:3][CH2:4][O:5][C:14](=[O:18])[C:15]([CH3:17])=[CH2:16], predict the reactants needed to synthesize it. The reactants are: [CH3:1][Si:2]([CH3:7])([CH3:6])[CH2:3][CH2:4][OH:5].N1C=CC=CC=1.[C:14](Cl)(=[O:18])[C:15]([CH3:17])=[CH2:16]. (2) Given the product [CH3:12][O:11][C:9](=[O:10])[C@@H:2]([O:13][CH:19]1[CH2:18][CH2:17][CH2:16][CH2:15][O:14]1)[CH2:30][C:20]1[CH:25]=[CH:24][CH:23]=[CH:22][CH:21]=1, predict the reactants needed to synthesize it. The reactants are: C[C:2]([OH:13])([C:9]([O:11][CH3:12])=[O:10])C1C=CC=CC=1.[O:14]1[CH:19]=[CH:18][CH2:17][CH2:16][CH2:15]1.[C:20]1([CH3:30])[CH:25]=[CH:24][C:23](S(O)(=O)=O)=[CH:22][CH:21]=1. (3) Given the product [CH3:32][S:33]([OH:36])(=[O:35])=[O:34].[S:1]1[C:5]2[CH:6]=[CH:7][CH:8]=[CH:9][C:4]=2[C:3]([N:10]2[CH2:15][CH2:14][N:13]([CH2:16][CH2:17][C:18]3[CH:19]=[C:20]4[C:24](=[CH:25][CH:26]=3)[C:23]([CH3:28])([CH3:27])[CH:22]([NH:29][CH2:30][CH3:31])[CH2:21]4)[CH2:12][CH2:11]2)=[N:2]1, predict the reactants needed to synthesize it. The reactants are: [S:1]1[C:5]2[CH:6]=[CH:7][CH:8]=[CH:9][C:4]=2[C:3]([N:10]2[CH2:15][CH2:14][N:13]([CH2:16][CH2:17][C:18]3[CH:19]=[C:20]4[C:24](=[CH:25][CH:26]=3)[C:23]([CH3:28])([CH3:27])[CH:22]([NH:29][CH2:30][CH3:31])[CH2:21]4)[CH2:12][CH2:11]2)=[N:2]1.[CH3:32][S:33]([OH:36])(=[O:35])=[O:34].